Dataset: Reaction yield outcomes from USPTO patents with 853,638 reactions. Task: Predict the reaction yield, written as a fraction of the theoretical maximum amount of product (1.0 means a 100% yield; for example, 0.34 means a 34% yield). (1) The reactants are Cl[C:2]1[C:7]([C:8]([O:10][CH2:11][CH3:12])=[O:9])=[CH:6][N:5]=[C:4]([Cl:13])[CH:3]=1.[CH3:14][NH2:15]. The catalyst is CC#N.O. The product is [Cl:13][C:4]1[CH:3]=[C:2]([NH:15][CH3:14])[C:7]([C:8]([O:10][CH2:11][CH3:12])=[O:9])=[CH:6][N:5]=1. The yield is 0.820. (2) The reactants are C1[C@@H](O)[C@@H](O)[C@H](O)C[C@@]1(C(O)=O)O.[NH:14]1[CH2:16][CH2:15]1.[C:17]([O:21][C:22](O[C:22]([O:21][C:17]([CH3:20])([CH3:19])[CH3:18])=[O:23])=[O:23])([CH3:20])([CH3:19])[CH3:18]. The catalyst is C(Cl)Cl.CN(C1C=CN=CC=1)C. The product is [C:22]([N:14]1[CH2:16][CH2:15]1)([O:21][C:17]([CH3:20])([CH3:19])[CH3:18])=[O:23]. The yield is 0.870. (3) The reactants are Br[C:2]1[CH:3]=[C:4]([NH:10][C:11]2[S:12][C:13]([CH3:16])=[N:14][N:15]=2)[C:5](=[O:9])[N:6]([CH3:8])[CH:7]=1.[C:17]([O:20][CH2:21][C:22]1[C:23]([N:37]2[CH2:48][CH2:47][N:46]3[C:39](=[CH:40][C:41]4[CH2:42][C:43]([CH3:50])([CH3:49])[CH2:44][C:45]=43)[C:38]2=[O:51])=[N:24][CH:25]=[CH:26][C:27]=1B1OC(C)(C)C(C)(C)O1)(=[O:19])[CH3:18].[O-]P([O-])([O-])=O.[K+].[K+].[K+].C([O-])(=O)C.[Na+]. The catalyst is C1C=CC(P(C2C=CC=CC=2)[C-]2C=CC=C2)=CC=1.C1C=CC(P(C2C=CC=CC=2)[C-]2C=CC=C2)=CC=1.Cl[Pd]Cl.[Fe+2].O.C(#N)C. The product is [C:17]([O:20][CH2:21][C:22]1[C:23]([N:37]2[CH2:48][CH2:47][N:46]3[C:39](=[CH:40][C:41]4[CH2:42][C:43]([CH3:50])([CH3:49])[CH2:44][C:45]=43)[C:38]2=[O:51])=[N:24][CH:25]=[CH:26][C:27]=1[C:2]1[CH:3]=[C:4]([NH:10][C:11]2[S:12][C:13]([CH3:16])=[N:14][N:15]=2)[C:5](=[O:9])[N:6]([CH3:8])[CH:7]=1)(=[O:19])[CH3:18]. The yield is 0.280. (4) The reactants are [CH2:1]([O:3][C:4](=[O:19])[CH2:5][CH:6]([O:10][C:11](=[O:18])[C:12]1[CH:17]=[CH:16][CH:15]=[CH:14][CH:13]=1)[CH2:7][CH2:8][CH3:9])[CH3:2].[C:11]([O:10][CH:6]([CH2:7][CH2:8][CH3:9])[CH2:5][C:4]([O:3][CH2:1][CH3:2])=[O:19])(=[O:18])[C:12]1[CH:17]=[CH:16][CH:15]=[CH:14][CH:13]=1.OC(CCC)CC(OCC)=O.OC(C)CC(OCC)=O. No catalyst specified. The product is [C:11]([O:10][CH:6]([CH2:7][CH2:8][CH3:9])[CH2:5][C:4]([O:3][CH2:1][CH3:2])=[O:19])(=[O:18])[C:12]1[CH:17]=[CH:16][CH:15]=[CH:14][CH:13]=1. The yield is 0.815. (5) The reactants are [Cl:1][C:2]1[CH:7]=[C:6]([C:8]([F:11])([F:10])[F:9])[CH:5]=[CH:4][C:3]=1[C:12]1[CH:17]=[CH:16][N:15]=[C:14]([NH:18][CH:19]([CH3:23])[CH2:20][O:21][CH3:22])[C:13]=1[N+:24]([O-])=O.[O-]S(S([O-])=O)=O.[Na+].[Na+]. No catalyst specified. The product is [Cl:1][C:2]1[CH:7]=[C:6]([C:8]([F:10])([F:11])[F:9])[CH:5]=[CH:4][C:3]=1[C:12]1[CH:17]=[CH:16][N:15]=[C:14]([NH:18][CH:19]([CH3:23])[CH2:20][O:21][CH3:22])[C:13]=1[NH2:24]. The yield is 0.740. (6) The catalyst is C(O)(=O)C. The product is [Cl:3][C:4]1[CH:17]=[CH:16][CH:15]=[CH:14][C:5]=1[CH2:6][N:7]1[C:11]([CH3:12])=[C:10]([CH3:13])[N:9]=[C:8]1[CH2:1][OH:2]. The yield is 0.790. The reactants are [CH2:1]=[O:2].[Cl:3][C:4]1[CH:17]=[CH:16][CH:15]=[CH:14][C:5]=1[CH2:6][N:7]1[C:11]([CH3:12])=[C:10]([CH3:13])[N:9]=[CH:8]1. (7) The catalyst is ClCCl. The yield is 0.800. The reactants are [CH2:1]([NH:8][CH2:9][C@@H:10]([C:19]1[CH:28]=[CH:27][C:26]([O:29][CH2:30][C:31]2[CH:36]=[CH:35][CH:34]=[CH:33][CH:32]=2)=[C:25]2[C:20]=1[CH:21]=[CH:22][C:23](=[O:37])[NH:24]2)[O:11][Si:12]([C:15]([CH3:18])([CH3:17])[CH3:16])([CH3:14])[CH3:13])[C:2]1[CH:7]=[CH:6][CH:5]=[CH:4][CH:3]=1.C(O)(=O)C.O=[CH:43][CH2:44][CH2:45][CH2:46][CH2:47][CH2:48][CH2:49][CH2:50][CH2:51][N:52]1[CH2:57][CH2:56][CH:55]([O:58][C:59](=[O:73])[NH:60][C:61]2[CH:66]=[CH:65][CH:64]=[CH:63][C:62]=2[C:67]2[CH:72]=[CH:71][CH:70]=[CH:69][CH:68]=2)[CH2:54][CH2:53]1.C(O[BH-](OC(=O)C)OC(=O)C)(=O)C.[Na+].C(=O)(O)[O-].[Na+]. The product is [CH2:1]([N:8]([CH2:9][C@@H:10]([C:19]1[CH:28]=[CH:27][C:26]([O:29][CH2:30][C:31]2[CH:32]=[CH:33][CH:34]=[CH:35][CH:36]=2)=[C:25]2[C:20]=1[CH:21]=[CH:22][C:23](=[O:37])[NH:24]2)[O:11][Si:12]([C:15]([CH3:18])([CH3:17])[CH3:16])([CH3:14])[CH3:13])[CH2:43][CH2:44][CH2:45][CH2:46][CH2:47][CH2:48][CH2:49][CH2:50][CH2:51][N:52]1[CH2:53][CH2:54][CH:55]([O:58][C:59](=[O:73])[NH:60][C:61]2[CH:66]=[CH:65][CH:64]=[CH:63][C:62]=2[C:67]2[CH:68]=[CH:69][CH:70]=[CH:71][CH:72]=2)[CH2:56][CH2:57]1)[C:2]1[CH:7]=[CH:6][CH:5]=[CH:4][CH:3]=1. (8) The reactants are [F:1][C:2]1[C:7]([F:8])=[CH:6][CH:5]=[CH:4][C:3]=1[NH2:9].[Br:10]Br. The catalyst is C(O)(=O)C. The product is [Br:10][C:6]1[CH:5]=[CH:4][C:3]([NH2:9])=[C:2]([F:1])[C:7]=1[F:8]. The yield is 0.300.